From a dataset of Peptide-MHC class II binding affinity with 134,281 pairs from IEDB. Regression. Given a peptide amino acid sequence and an MHC pseudo amino acid sequence, predict their binding affinity value. This is MHC class II binding data. (1) The peptide sequence is LWEVKSAKPLTGPMN. The MHC is DRB1_0405 with pseudo-sequence DRB1_0405. The binding affinity (normalized) is 0.179. (2) The peptide sequence is KASTGGAYESYKFIPALEAA. The MHC is DRB1_1201 with pseudo-sequence DRB1_1201. The binding affinity (normalized) is 0.264. (3) The peptide sequence is TDTTPFGQQRVFKEK. The MHC is DRB5_0101 with pseudo-sequence DRB5_0101. The binding affinity (normalized) is 0.177. (4) The peptide sequence is AAATAGTTVYGAEAA. The MHC is HLA-DQA10501-DQB10301 with pseudo-sequence HLA-DQA10501-DQB10301. The binding affinity (normalized) is 0.630. (5) The binding affinity (normalized) is 0.521. The MHC is HLA-DQA10401-DQB10402 with pseudo-sequence HLA-DQA10401-DQB10402. The peptide sequence is EKKYFAATQFEPLWA.